The task is: Binary Classification. Given a T-cell receptor sequence (or CDR3 region) and an epitope sequence, predict whether binding occurs between them.. This data is from TCR-epitope binding with 47,182 pairs between 192 epitopes and 23,139 TCRs. (1) The epitope is FIAGLIAIV. The TCR CDR3 sequence is CASSLRQGGDNEQFF. Result: 1 (the TCR binds to the epitope). (2) The epitope is TTLPVNVAF. The TCR CDR3 sequence is CASSLGGTEAFF. Result: 1 (the TCR binds to the epitope).